Dataset: Catalyst prediction with 721,799 reactions and 888 catalyst types from USPTO. Task: Predict which catalyst facilitates the given reaction. (1) Reactant: [Cl:1][C:2]1[S:6][CH:5]=[C:4]([NH2:7])[CH:3]=1.[C:8](N1C=CN=C1)(N1C=CN=C1)=[S:9].N1C=CN=C1. Product: [Cl:1][C:2]1[S:6][CH:5]=[C:4]([N:7]=[C:8]=[S:9])[CH:3]=1. The catalyst class is: 2. (2) Reactant: [CH2:1]([N:8]1[C:20]2[CH2:19][CH2:18][CH2:17][CH2:16][C:15]=2[C:14]2[C:9]1=[CH:10][CH:11]=[C:12](Br)[CH:13]=2)[C:2]1[CH:7]=[CH:6][CH:5]=[CH:4][CH:3]=1.C([O-])([O-])=O.[K+].[K+].[CH3:28][O:29][C:30]1[CH:35]=[CH:34][C:33](B(O)O)=[CH:32][CH:31]=1.ClCCl. Product: [CH2:1]([N:8]1[C:20]2[CH2:19][CH2:18][CH2:17][CH2:16][C:15]=2[C:14]2[C:9]1=[CH:10][CH:11]=[C:12]([C:33]1[CH:34]=[CH:35][C:30]([O:29][CH3:28])=[CH:31][CH:32]=1)[CH:13]=2)[C:2]1[CH:7]=[CH:6][CH:5]=[CH:4][CH:3]=1. The catalyst class is: 75. (3) Reactant: [CH:1]1([N:4]2[C:9](=[O:10])[C:8]3[C:11](OS(C(F)(F)F)(=O)=O)=[C:12]([CH3:17])[C:13](=[O:16])[N:14]([CH3:15])[C:7]=3[N:6]([C:26]3[CH:31]=[CH:30][C:29]([I:32])=[CH:28][C:27]=3[F:33])[C:5]2=[O:34])[CH2:3][CH2:2]1.[NH2:35][C:36]1[CH:37]=[C:38]([CH:43]=[CH:44][CH:45]=1)[NH:39][C:40](=[O:42])[CH3:41].CN(C)C(=O)C.N1C(C)=CC=CC=1C. Product: [CH:1]1([N:4]2[C:9](=[O:10])[C:8]3[C:11]([NH:35][C:36]4[CH:37]=[C:38]([NH:39][C:40](=[O:42])[CH3:41])[CH:43]=[CH:44][CH:45]=4)=[C:12]([CH3:17])[C:13](=[O:16])[N:14]([CH3:15])[C:7]=3[N:6]([C:26]3[CH:31]=[CH:30][C:29]([I:32])=[CH:28][C:27]=3[F:33])[C:5]2=[O:34])[CH2:3][CH2:2]1. The catalyst class is: 24. (4) Reactant: [C:1]([C:4]1[CH:9]=[CH:8][C:7]([NH:10][C:11]([C:13]2[NH:14][CH:15]=[C:16]([C:18]#[N:19])[N:17]=2)=[O:12])=[C:6]([C:20]2[CH2:25][CH2:24][C:23]([CH3:27])([CH3:26])[CH2:22][CH:21]=2)[CH:5]=1)(=[O:3])[CH3:2].C[Mg+].[Br-].CO.[CH:33](Cl)(Cl)Cl. Product: [CH3:26][C:23]1([CH3:27])[CH2:24][CH2:25][C:20]([C:6]2[CH:5]=[C:4]([C:1]([OH:3])([CH3:33])[CH3:2])[CH:9]=[CH:8][C:7]=2[NH:10][C:11]([C:13]2[NH:14][CH:15]=[C:16]([C:18]#[N:19])[N:17]=2)=[O:12])=[CH:21][CH2:22]1. The catalyst class is: 1. (5) Reactant: [C:1]([N:5]1[CH:9]=[C:8]([CH:10]=[O:11])[C:7]([C:12]([O:14][CH2:15][CH3:16])=[O:13])=[N:6]1)([CH3:4])([CH3:3])[CH3:2].[BH4-].[Na+]. Product: [C:1]([N:5]1[CH:9]=[C:8]([CH2:10][OH:11])[C:7]([C:12]([O:14][CH2:15][CH3:16])=[O:13])=[N:6]1)([CH3:4])([CH3:3])[CH3:2]. The catalyst class is: 8.